This data is from Reaction yield outcomes from USPTO patents with 853,638 reactions. The task is: Predict the reaction yield, written as a fraction of the theoretical maximum amount of product (1.0 means a 100% yield; for example, 0.34 means a 34% yield). (1) The reactants are [OH:1][C:2]1[CH:3]=[C:4]([NH:8][S:9]([C:12]2[CH:24]=[C:23]3[C:15]([C:16]4[CH:17]=[CH:18][C:19]([S:26]([NH:29][C:30]5[CH:31]=[C:32]([NH:36][C:37](=[O:39])[CH3:38])[CH:33]=[CH:34][CH:35]=5)(=[O:28])=[O:27])=[CH:20][C:21]=4[C:22]3=O)=[CH:14][CH:13]=2)(=[O:11])=[O:10])[CH:5]=[CH:6][CH:7]=1.Cl.[NH2:41][OH:42]. The catalyst is N1C=CC=CC=1. The product is [OH:42][N:41]=[C:22]1[C:21]2[CH:20]=[C:19]([S:26]([NH:29][C:30]3[CH:31]=[C:32]([NH:36][C:37](=[O:39])[CH3:38])[CH:33]=[CH:34][CH:35]=3)(=[O:27])=[O:28])[CH:18]=[CH:17][C:16]=2[C:15]2[C:23]1=[CH:24][C:12]([S:9]([NH:8][C:4]1[CH:5]=[CH:6][CH:7]=[C:2]([OH:1])[CH:3]=1)(=[O:11])=[O:10])=[CH:13][CH:14]=2. The yield is 0.400. (2) The reactants are [N+:1]([C:4]1[CH:9]=[CH:8][CH:7]=[CH:6][C:5]=1[CH2:10][OH:11])([O-:3])=[O:2].[OH-].[Na+].[CH3:14]OS(OC)(=O)=O. The catalyst is C(Cl)Cl.O.S([O-])(O)(=O)=O.C([N+](CCCC)(CCCC)CCCC)CCC. The product is [CH3:14][O:11][CH2:10][C:5]1[CH:6]=[CH:7][CH:8]=[CH:9][C:4]=1[N+:1]([O-:3])=[O:2]. The yield is 0.914. (3) The reactants are [CH:1]([O:4][C:5](=[O:31])[C:6]1[CH:11]=[CH:10][C:9]([C:12]#[C:13][C:14]2[CH:19]=[CH:18][C:17]([CH2:20][C:21]([O:23]C)=[O:22])=[CH:16][CH:15]=2)=[CH:8][C:7]=1[CH2:25][N:26]([CH:28]1[CH2:30][CH2:29]1)[CH3:27])([CH3:3])[CH3:2].O1CCCC1.O.O.[OH-].[Li+]. The catalyst is CO. The product is [CH:1]([O:4][C:5](=[O:31])[C:6]1[CH:11]=[CH:10][C:9]([C:12]#[C:13][C:14]2[CH:19]=[CH:18][C:17]([CH2:20][C:21]([OH:23])=[O:22])=[CH:16][CH:15]=2)=[CH:8][C:7]=1[CH2:25][N:26]([CH:28]1[CH2:30][CH2:29]1)[CH3:27])([CH3:3])[CH3:2]. The yield is 0.720.